Task: Predict the reaction yield, written as a fraction of the theoretical maximum amount of product (1.0 means a 100% yield; for example, 0.34 means a 34% yield).. Dataset: Reaction yield outcomes from USPTO patents with 853,638 reactions The reactants are [Br:1][C:2]1[CH:7]=[CH:6][C:5](/[C:8](/[CH3:13])=[C:9](\[CH3:12])/[CH2:10][OH:11])=[CH:4][CH:3]=1.[CH2:14]([O:16][C@@H](CC1C=CC(O)=CC=1)C(OCC)=O)[CH3:15]. No catalyst specified. The product is [Br:1][C:2]1[CH:3]=[CH:4][C:5](/[C:8](/[CH3:13])=[C:9](/[CH3:12])\[C:10]([O:16][CH2:14][CH3:15])=[O:11])=[CH:6][CH:7]=1. The yield is 0.870.